From a dataset of Catalyst prediction with 721,799 reactions and 888 catalyst types from USPTO. Predict which catalyst facilitates the given reaction. (1) Reactant: [CH3:1][N:2]1[CH2:14][CH2:13][C:12]2[C:11]3[C:6](=[CH:7][CH:8]=[C:9]([NH:15][S:16]([C:19]4[CH:28]=[CH:27][C:26]5[C:21](=[CH:22][CH:23]=[CH:24][CH:25]=5)[CH:20]=4)(=[O:18])=[O:17])[CH:10]=3)[NH:5][C:4]=2[CH2:3]1.[ClH:29]. Product: [ClH:29].[CH3:1][N:2]1[CH2:14][CH2:13][C:12]2[C:11]3[C:6](=[CH:7][CH:8]=[C:9]([NH:15][S:16]([C:19]4[CH:28]=[CH:27][C:26]5[C:21](=[CH:22][CH:23]=[CH:24][CH:25]=5)[CH:20]=4)(=[O:17])=[O:18])[CH:10]=3)[NH:5][C:4]=2[CH2:3]1. The catalyst class is: 8. (2) Reactant: [Br:1][C:2]1[S:6][C:5]([CH2:7]Br)=[N:4][CH:3]=1.[SH:9][CH2:10][CH2:11][C:12]([O:14][CH3:15])=[O:13].CCN(C(C)C)C(C)C. Product: [Br:1][C:2]1[S:6][C:5]([CH2:7][S:9][CH2:10][CH2:11][C:12]([O:14][CH3:15])=[O:13])=[N:4][CH:3]=1. The catalyst class is: 18. (3) Reactant: [CH3:1][O:2][C:3]1[CH:4]=[C:5]([S:12][CH2:13][CH2:14][OH:15])[CH:6]=[C:7]([N+:9]([O-:11])=[O:10])[CH:8]=1.[H-].[Na+].Br[CH2:19][CH2:20][O:21][CH2:22][CH2:23][O:24][CH3:25].[Na+].[I-]. Product: [CH3:1][O:2][C:3]1[CH:4]=[C:5]([S:12][CH2:13][CH2:14][O:15][CH2:19][CH2:20][O:21][CH2:22][CH2:23][O:24][CH3:25])[CH:6]=[C:7]([N+:9]([O-:11])=[O:10])[CH:8]=1. The catalyst class is: 3.